This data is from Full USPTO retrosynthesis dataset with 1.9M reactions from patents (1976-2016). The task is: Predict the reactants needed to synthesize the given product. (1) Given the product [Br:1][C:2]1[CH:3]=[C:4]2[C:14](=[CH:15][CH:16]=1)[O:13][C:7]1[CH:8]=[N:9][C:10]([Cl:12])=[CH:11][C:6]=1[C:5]2([CH:18]=[CH2:19])[OH:17], predict the reactants needed to synthesize it. The reactants are: [Br:1][C:2]1[CH:3]=[C:4]2[C:14](=[CH:15][CH:16]=1)[O:13][C:7]1[CH:8]=[N:9][C:10]([Cl:12])=[CH:11][C:6]=1[C:5]2=[O:17].[CH:18]([Mg]Cl)=[CH2:19].CCOCC. (2) Given the product [Cl:37][C:38]1[CH:43]=[CH:42][CH:41]=[CH:40][C:39]=1[NH:44][C:45](=[O:74])[NH:46][C:47]1[CH:48]=[CH:49][C:50]([C:53]2[S:57][C:56]([CH:58]3[CH2:59][CH2:60][N:61]([C:64]([CH3:72])([CH3:73])[C:65]([OH:67])=[O:66])[CH2:62][CH2:63]3)=[N:55][CH:54]=2)=[CH:51][CH:52]=1, predict the reactants needed to synthesize it. The reactants are: CC(N1CCC(C2SC(C3C=CC(NC(NC4C=C(F)C(F)=CC=4F)=O)=CC=3)=CN=2)CC1)(C)C(O)=O.[Cl:37][C:38]1[CH:43]=[CH:42][CH:41]=[CH:40][C:39]=1[NH:44][C:45](=[O:74])[NH:46][C:47]1[CH:52]=[CH:51][C:50]([C:53]2[S:57][C:56]([CH:58]3[CH2:63][CH2:62][N:61]([C:64]([CH3:73])([CH3:72])[C:65]([O:67]C(C)(C)C)=[O:66])[CH2:60][CH2:59]3)=[N:55][CH:54]=2)=[CH:49][CH:48]=1.Cl. (3) Given the product [N+:17]([C:7]1[CH:8]=[C:3]([C:2]([F:1])([F:10])[F:11])[C:4]([OH:9])=[N:5][CH:6]=1)([O-:19])=[O:18], predict the reactants needed to synthesize it. The reactants are: [F:1][C:2]([F:11])([F:10])[C:3]1[C:4]([OH:9])=[N:5][CH:6]=[CH:7][CH:8]=1.S(=O)(=O)(O)O.[N+:17]([O-])([OH:19])=[O:18]. (4) Given the product [CH:1]1([CH2:4][N:5]2[CH2:14][CH2:13][C:12]3[C:11]([NH2:15])=[CH:10][C:9]([C:18]([F:21])([F:19])[F:20])=[CH:8][C:7]=3[CH2:6]2)[CH2:3][CH2:2]1, predict the reactants needed to synthesize it. The reactants are: [CH:1]1([CH2:4][N:5]2[CH2:14][CH2:13][C:12]3[C:7](=[CH:8][C:9]([C:18]([F:21])([F:20])[F:19])=[CH:10][C:11]=3[N+:15]([O-])=O)[CH2:6]2)[CH2:3][CH2:2]1. (5) Given the product [C:10]([O:9][C:7]([N:5]1[CH2:6][C@@:2]([F:1])([CH3:24])[CH2:3][C@H:4]1[C:14]([OH:16])=[O:15])=[O:8])([CH3:11])([CH3:12])[CH3:13], predict the reactants needed to synthesize it. The reactants are: [F:1][C:2]1([CH3:24])[CH2:6][N:5]([C:7]([O:9][C:10]([CH3:13])([CH3:12])[CH3:11])=[O:8])[C@H:4]([C:14]([O:16]CC2C=CC=CC=2)=[O:15])[CH2:3]1. (6) Given the product [CH2:1]([O:8][C:9]1[C:10]([Cl:25])=[CH:11][C:12]([S:37]([CH:29]2[CH2:30][CH2:31][CH2:32][CH2:33]2)(=[O:40])=[O:38])=[C:13]2[C:18]=1[N:17]=[CH:16][CH:15]=[CH:14]2)[C:2]1[CH:3]=[CH:4][CH:5]=[CH:6][CH:7]=1, predict the reactants needed to synthesize it. The reactants are: [CH2:1]([O:8][C:9]1[C:10]([Cl:25])=[CH:11][C:12](SC2CCCC2)=[C:13]2[C:18]=1[N:17]=[CH:16][CH:15]=[CH:14]2)[C:2]1[CH:7]=[CH:6][CH:5]=[CH:4][CH:3]=1.ClC1C=[C:29]([C:33](OO)=O)[CH:30]=[CH:31][CH:32]=1.[S:37]([O-:40])([O-])=[O:38].[Na+].[Na+].[OH-].[Na+]. (7) Given the product [CH3:1][O:2][C@@H:3]1[C@H:6]([O:7][CH3:8])[C@@H:9]([O:10][CH3:11])[C@H:12]([CH3:14])[O:13][C@H:4]1[O:5][N:16]1[C:20](=[O:21])[CH2:19][CH2:18][C:17]1=[O:22], predict the reactants needed to synthesize it. The reactants are: [CH3:1][O:2][C@H:3]([C@@H:6]([C@H:9]([C@H:12]([CH3:14])[OH:13])[O:10][CH3:11])[O:7][CH3:8])[CH:4]=[O:5].O[N:16]1[C:20](=[O:21])[CH2:19][CH2:18][C:17]1=[O:22].